This data is from Peptide-MHC class I binding affinity with 185,985 pairs from IEDB/IMGT. The task is: Regression. Given a peptide amino acid sequence and an MHC pseudo amino acid sequence, predict their binding affinity value. This is MHC class I binding data. (1) The peptide sequence is EELSLMYEAL. The MHC is HLA-B18:01 with pseudo-sequence HLA-B18:01. The binding affinity (normalized) is 0.307. (2) The peptide sequence is ITWPRTRHW. The MHC is HLA-A02:16 with pseudo-sequence HLA-A02:16. The binding affinity (normalized) is 0.0847. (3) The peptide sequence is ITSQDVLHSW. The MHC is Patr-B0101 with pseudo-sequence Patr-B0101. The binding affinity (normalized) is 0. (4) The peptide sequence is RNKRGVFVLGF. The MHC is Mamu-B52 with pseudo-sequence Mamu-B52. The binding affinity (normalized) is 0.683. (5) The peptide sequence is RRRKGWIPL. The MHC is HLA-B57:01 with pseudo-sequence HLA-B57:01. The binding affinity (normalized) is 0.213. (6) The peptide sequence is HHYSQAAVL. The MHC is HLA-A02:03 with pseudo-sequence HLA-A02:03. The binding affinity (normalized) is 0.0847.